Dataset: Forward reaction prediction with 1.9M reactions from USPTO patents (1976-2016). Task: Predict the product of the given reaction. (1) Given the reactants [C:1]1([CH:7]([C:34]2[CH:39]=[CH:38][CH:37]=[CH:36][CH:35]=2)[CH2:8][CH2:9][N:10]2[CH2:14][CH2:13][C@H:12]([NH:15][C:16]([NH:18][C:19]3[CH:24]=[C:23](/[CH:25]=[CH:26]/[C:27]4[CH:32]=[CH:31][CH:30]=[CH:29][CH:28]=4)[N:22]=[C:21]([CH3:33])[CH:20]=3)=[O:17])[CH2:11]2)[CH:6]=[CH:5][CH:4]=[CH:3][CH:2]=1, predict the reaction product. The product is: [C:34]1([CH:7]([C:1]2[CH:2]=[CH:3][CH:4]=[CH:5][CH:6]=2)[CH2:8][CH2:9][N:10]2[CH2:14][CH2:13][C@H:12]([NH:15][C:16]([NH:18][C:19]3[CH:24]=[C:23]([CH2:25][CH2:26][C:27]4[CH:28]=[CH:29][CH:30]=[CH:31][CH:32]=4)[N:22]=[C:21]([CH3:33])[CH:20]=3)=[O:17])[CH2:11]2)[CH:35]=[CH:36][CH:37]=[CH:38][CH:39]=1. (2) The product is: [C:14]1([CH3:17])[CH:13]=[CH:12][C:11]([NH:10][C:5]2[C:4]([NH2:1])=[CH:9][CH:8]=[CH:7][CH:6]=2)=[CH:16][CH:15]=1. Given the reactants [N+:1]([C:4]1[CH:9]=[CH:8][CH:7]=[CH:6][C:5]=1[NH:10][C:11]1[CH:16]=[CH:15][C:14]([CH3:17])=[CH:13][CH:12]=1)([O-])=O, predict the reaction product.